From a dataset of Peptide-MHC class I binding affinity with 185,985 pairs from IEDB/IMGT. Regression. Given a peptide amino acid sequence and an MHC pseudo amino acid sequence, predict their binding affinity value. This is MHC class I binding data. (1) The peptide sequence is ISSRVDRYSK. The MHC is HLA-A31:01 with pseudo-sequence HLA-A31:01. The binding affinity (normalized) is 0.179. (2) The peptide sequence is EFKRRLKDL. The MHC is HLA-B58:01 with pseudo-sequence HLA-B58:01. The binding affinity (normalized) is 0.0847.